This data is from Reaction yield outcomes from USPTO patents with 853,638 reactions. The task is: Predict the reaction yield, written as a fraction of the theoretical maximum amount of product (1.0 means a 100% yield; for example, 0.34 means a 34% yield). The reactants are [CH2:1]([N:8]1[CH:12]=[C:11]([CH:13]([CH:15]2[CH2:20][CH2:19][CH2:18][CH2:17][CH2:16]2)O)[C:10]([CH3:21])=[N:9]1)[C:2]1[CH:7]=[CH:6][CH:5]=[CH:4][CH:3]=1.[NH2:22][C:23]1[CH:28]=[CH:27][C:26]([C:29]([N:31]([CH3:39])[CH2:32][CH2:33][C:34]([O:36]CC)=[O:35])=[O:30])=[CH:25][CH:24]=1. The yield is 0.0200. No catalyst specified. The product is [CH2:1]([N:8]1[CH:12]=[C:11]([CH:13]([NH:22][C:23]2[CH:24]=[CH:25][C:26]([C:29]([N:31]([CH3:39])[CH2:32][CH2:33][C:34]([OH:36])=[O:35])=[O:30])=[CH:27][CH:28]=2)[CH:15]2[CH2:20][CH2:19][CH2:18][CH2:17][CH2:16]2)[C:10]([CH3:21])=[N:9]1)[C:2]1[CH:7]=[CH:6][CH:5]=[CH:4][CH:3]=1.